Dataset: Full USPTO retrosynthesis dataset with 1.9M reactions from patents (1976-2016). Task: Predict the reactants needed to synthesize the given product. (1) Given the product [C:32]1([C:24]2[C:25]3[CH:20]=[CH:21][CH:22]=[CH:1][C:4]=3[CH:26]([OH:29])[C:25]3[CH:24]=[CH:23][CH:22]=[CH:21][C:20]=3[CH:23]=2)[CH:37]=[CH:36][CH:35]=[CH:34][CH:33]=1, predict the reactants needed to synthesize it. The reactants are: [CH2:1]([CH2:4]OC)OC.[CH:20]1[CH:25]=[CH:24][C:23](P([C:20]2[CH:25]=[CH:24][CH:23]=[CH:22][CH:21]=2)[C:20]2[CH:25]=[CH:24][CH:23]=[CH:22][CH:21]=2)=[CH:22][CH:21]=1.[C:26]([O-:29])([O-])=O.[Na+].[Na+].[C:32]1(B(O)O)[CH:37]=[CH:36][CH:35]=[CH:34][CH:33]=1. (2) Given the product [CH3:36][C@H:5]1[C@H:6]([CH3:35])[C@@H:7]([NH:28][C:29]2[CH:34]=[CH:33][CH:32]=[CH:31][CH:30]=2)[C:8]2[C:13](=[CH:12][CH:11]=[C:10]([NH:14][CH:15]3[CH2:20][CH2:19][NH:18][CH2:17][CH2:16]3)[CH:9]=2)[N:4]1[C:1](=[O:3])[CH3:2], predict the reactants needed to synthesize it. The reactants are: [C:1]([N:4]1[C:13]2[C:8](=[CH:9][C:10]([NH:14][CH:15]3[CH2:20][CH2:19][N:18](C(OC(C)(C)C)=O)[CH2:17][CH2:16]3)=[CH:11][CH:12]=2)[C@H:7]([NH:28][C:29]2[CH:34]=[CH:33][CH:32]=[CH:31][CH:30]=2)[C@@H:6]([CH3:35])[C@@H:5]1[CH3:36])(=[O:3])[CH3:2].Cl.O1CCOCC1.